From a dataset of Peptide-MHC class II binding affinity with 134,281 pairs from IEDB. Regression. Given a peptide amino acid sequence and an MHC pseudo amino acid sequence, predict their binding affinity value. This is MHC class II binding data. (1) The peptide sequence is TAVAKCNEKHDEEFC. The MHC is DRB1_0701 with pseudo-sequence DRB1_0701. The binding affinity (normalized) is 0.640. (2) The peptide sequence is TTVLDFHPGAGKTRR. The MHC is HLA-DQA10501-DQB10302 with pseudo-sequence HLA-DQA10501-DQB10302. The binding affinity (normalized) is 0.151. (3) The peptide sequence is AAYKLAYKTAEGATP. The MHC is HLA-DQA10401-DQB10402 with pseudo-sequence HLA-DQA10401-DQB10402. The binding affinity (normalized) is 0.149. (4) The peptide sequence is TIAAMMTSPLSVASM. The MHC is DRB1_0901 with pseudo-sequence DRB1_0901. The binding affinity (normalized) is 0.560. (5) The peptide sequence is EGSSVPIFEATIPEIH. The MHC is H-2-IAb with pseudo-sequence H-2-IAb. The binding affinity (normalized) is 0.539. (6) The peptide sequence is MGDDHFWAVRGGGGE. The MHC is HLA-DPA10201-DPB10101 with pseudo-sequence HLA-DPA10201-DPB10101. The binding affinity (normalized) is 0.316. (7) The peptide sequence is VKNVIGPFMKAVCVE. The MHC is DRB1_0301 with pseudo-sequence DRB1_0301. The binding affinity (normalized) is 0.